Dataset: Full USPTO retrosynthesis dataset with 1.9M reactions from patents (1976-2016). Task: Predict the reactants needed to synthesize the given product. (1) Given the product [Cl:21][C:16]1[CH:15]=[C:14]([C:2]([F:1])([C:10]([F:11])([F:12])[F:13])[C:3]([F:9])([F:8])[C:4]([F:7])([F:6])[F:5])[CH:19]=[CH:18][C:17]=1[NH2:20], predict the reactants needed to synthesize it. The reactants are: [F:1][C:2]([C:14]1[CH:19]=[CH:18][C:17]([NH2:20])=[CH:16][CH:15]=1)([C:10]([F:13])([F:12])[F:11])[C:3]([F:9])([F:8])[C:4]([F:7])([F:6])[F:5].[Cl:21]N1C(=O)CCC1=O. (2) Given the product [C:3]([CH2:2][CH2:7][P:32]([CH2:9][CH2:11][C:12]([OH:14])=[O:13])[CH2:142][CH2:138][C:139]([OH:141])=[O:140])([OH:8])=[O:144], predict the reactants needed to synthesize it. The reactants are: S[C:2]1[CH:7]=CC=C[C:3]=1[OH:8].[C:9](/[C:11](=N/O)/[C:12]([O:14]C[C@@H]1COC(C)(C)O1)=[O:13])#N.C(N(CC)CC)C.[P:32]([O-])([O-])([O-])=O.N[C@@H](CC1C=CC=CC=1)C(=O)N[C@@H](C)C(=O)N(C)[C@@H](CC1C=CC=CC=1)C(=O)NCC(=O)N[C@@H](CC(C)C)C(=O)N[C@@H](C)C(=O)N[C@@H](C(C)C)C(=O)N[C@@H](CC1C=CC=CC=1)C(=O)N[C@H](C(=O)N([C@@H](C)C(N[C@@H](CO)C(NCC(N)=O)=O)=O)C)CC(=O)SCC1C=CC=CC=1.C(C1C=[CH:142][C:138]([C:139]([OH:141])=[O:140])=CC=1)CC.[OH2:144]. (3) Given the product [CH3:1][O:2][C:3]1[CH:4]=[C:5]2[C:10](=[CH:11][CH:12]=1)[C:9]([O:13][C:14]1[CH:19]=[CH:18][C:17]([O:20][CH2:21][CH2:22][N:23]3[CH2:28][CH2:27][CH2:26][CH2:25][CH2:24]3)=[CH:16][CH:15]=1)=[C:8]([C:47]1[CH:46]=[C:45]([C:43]([N:37]3[CH2:42][CH2:41][O:40][CH2:39][CH2:38]3)=[O:44])[CH:50]=[CH:49][CH:48]=1)[CH:7]=[CH:6]2, predict the reactants needed to synthesize it. The reactants are: [CH3:1][O:2][C:3]1[CH:4]=[C:5]2[C:10](=[CH:11][CH:12]=1)[C:9]([O:13][C:14]1[CH:19]=[CH:18][C:17]([O:20][CH2:21][CH2:22][N:23]3[CH2:28][CH2:27][CH2:26][CH2:25][CH2:24]3)=[CH:16][CH:15]=1)=[C:8](OS(C(F)(F)F)(=O)=O)[CH:7]=[CH:6]2.[N:37]1([C:43]([C:45]2[CH:46]=[C:47](B(O)O)[CH:48]=[CH:49][CH:50]=2)=[O:44])[CH2:42][CH2:41][O:40][CH2:39][CH2:38]1.C(=O)([O-])[O-].[Na+].[Na+]. (4) Given the product [NH2:1][C:4]1[C:5]([NH:25][C:26]2[CH:27]=[CH:28][C:29]([OH:32])=[CH:30][CH:31]=2)=[CH:6][C:7]([O:10][C:11]2[CH:12]=[C:13]([NH:17][C:18](=[O:24])[O:19][C:20]([CH3:21])([CH3:22])[CH3:23])[CH:14]=[CH:15][CH:16]=2)=[N:8][CH:9]=1, predict the reactants needed to synthesize it. The reactants are: [N+:1]([C:4]1[C:5]([NH:25][C:26]2[CH:31]=[CH:30][C:29]([O:32]CC3C=CC=CC=3)=[CH:28][CH:27]=2)=[CH:6][C:7]([O:10][C:11]2[CH:12]=[C:13]([NH:17][C:18](=[O:24])[O:19][C:20]([CH3:23])([CH3:22])[CH3:21])[CH:14]=[CH:15][CH:16]=2)=[N:8][CH:9]=1)([O-])=O. (5) The reactants are: COCCN(S(F)(F)[F:11])CCOC.[C:14]([O:30][C@@:31]12[N:38]([CH3:39])[C@@H:35]([CH2:36][CH2:37]1)[CH2:34][CH:33]=[CH:32]2)(=[O:29])[C:15]([C:23]1[CH:28]=[CH:27][CH:26]=[CH:25][CH:24]=1)([C:17]1[CH:22]=[CH:21][CH:20]=[CH:19][CH:18]=1)O. Given the product [C@@:31]12([OH:30])[N:38]([CH3:39])[C@@H:35]([CH2:36][CH2:37]1)[CH2:34][CH:33]=[CH:32]2.[F:11][C:15]([C:23]1[CH:28]=[CH:27][CH:26]=[CH:25][CH:24]=1)([C:17]1[CH:22]=[CH:21][CH:20]=[CH:19][CH:18]=1)[C:14]([O-:30])=[O:29], predict the reactants needed to synthesize it. (6) Given the product [Cl:13][C:14]1[CH:22]=[CH:21][C:17]([C:18]([O:20][CH:1]([CH3:8])[CH3:3])=[O:19])=[CH:16][N:15]=1, predict the reactants needed to synthesize it. The reactants are: [C:1]([C:8]1NC=CN=1)([C:3]1NC=CN=1)=O.[Cl:13][C:14]1[CH:22]=[CH:21][C:17]([C:18]([OH:20])=[O:19])=[CH:16][N:15]=1.C(O)(C)C.